Dataset: Catalyst prediction with 721,799 reactions and 888 catalyst types from USPTO. Task: Predict which catalyst facilitates the given reaction. (1) Reactant: F[C:2]1[CH:10]=[N:9][CH:8]=[CH:7][C:3]=1[C:4]([OH:6])=[O:5].Cl.[NH2:12][CH2:13][C:14]1[CH:21]=[CH:20][C:17]([C:18]#[N:19])=[CH:16][CH:15]=1.CCN(C(C)C)C(C)C. Product: [C:13]([C:14]1[CH:21]=[CH:20][C:17]([CH2:18][NH:19][C:2]2[CH:10]=[N:9][CH:8]=[CH:7][C:3]=2[C:4]([OH:6])=[O:5])=[CH:16][CH:15]=1)#[N:12]. The catalyst class is: 44. (2) Reactant: [CH:1]([C:3]1[CH:12]=[CH:11][C:6]([C:7]([O:9][CH3:10])=[O:8])=[C:5]([CH3:13])[C:4]=1[OH:14])=[O:2].[S:15](O[S:15]([C:18]([F:21])([F:20])[F:19])(=[O:17])=[O:16])([C:18]([F:21])([F:20])[F:19])(=[O:17])=[O:16].C(N(CC)CC)C. Product: [CH:1]([C:3]1[CH:12]=[CH:11][C:6]([C:7]([O:9][CH3:10])=[O:8])=[C:5]([CH3:13])[C:4]=1[O:14][S:15]([C:18]([F:21])([F:20])[F:19])(=[O:17])=[O:16])=[O:2]. The catalyst class is: 2. (3) The catalyst class is: 3. Product: [CH3:47][C:48]1[CH:55]=[CH:54][C:51]([CH2:52][NH:53][C:16]([C:13]2([CH3:19])[CH2:14][CH2:15][N:12]2[C:10](=[O:11])[CH2:9][C:3]2[CH:4]=[CH:5][C:6]([Cl:8])=[CH:7][C:2]=2[Cl:1])=[O:18])=[CH:50][CH:49]=1. Reactant: [Cl:1][C:2]1[CH:7]=[C:6]([Cl:8])[CH:5]=[CH:4][C:3]=1[CH2:9][C:10]([N:12]1[CH2:15][CH2:14][C:13]1([CH3:19])[C:16]([OH:18])=O)=[O:11].C1COCC1.CN(C(ON1N=NC2C=CC=CC1=2)=[N+](C)C)C.[B-](F)(F)(F)F.[CH3:47][C:48]1[CH:55]=[CH:54][C:51]([CH2:52][NH2:53])=[CH:50][CH:49]=1. (4) Product: [C:7]([C:8]1[N:9]=[C:10]([CH3:20])[N:11]([C:13]2[CH:18]=[CH:17][C:16]([F:19])=[CH:15][CH:14]=2)[CH:12]=1)#[CH:21]. Reactant: C([SiH2]O[C:7](C)([CH3:21])[C:8]1[N:9]=[C:10]([CH3:20])[N:11]([C:13]2[CH:18]=[CH:17][C:16]([F:19])=[CH:15][CH:14]=2)[CH:12]=1)(C)(C)C.FC1C=CC(N2C=C(CO)N=C2C)=CC=1.[F-].C([N+](CCCC)(CCCC)CCCC)CCC. The catalyst class is: 1. (5) Reactant: [NH:1]1[CH2:6][CH2:5][CH:4]([NH:7][C:8](=[O:12])[O:9][CH2:10][CH3:11])[CH2:3][CH2:2]1.[CH3:13][C:14]1([O:17][CH2:16]1)[CH3:15]. Product: [CH2:10]([O:9][C:8](=[O:12])[NH:7][CH:4]1[CH2:3][CH2:2][N:1]([CH2:13][C:14]([OH:17])([CH3:16])[CH3:15])[CH2:6][CH2:5]1)[CH3:11]. The catalyst class is: 8. (6) The catalyst class is: 6. Product: [Cl:13][C:10]1[CH:11]=[CH:12][C:7]([C:5]2[N:6]=[C:2]([N:29]3[CH:30]=[CH:31][N:32]=[C:28]3[CH2:26][CH3:27])[O:3][C:4]=2[CH2:14][CH2:15][CH2:16][O:17][C:18]2[CH:23]=[CH:22][CH:21]=[CH:20][C:19]=2[O:24][CH3:25])=[CH:8][CH:9]=1. Reactant: Cl[C:2]1[O:3][C:4]([CH2:14][CH2:15][CH2:16][O:17][C:18]2[CH:23]=[CH:22][CH:21]=[CH:20][C:19]=2[O:24][CH3:25])=[C:5]([C:7]2[CH:12]=[CH:11][C:10]([Cl:13])=[CH:9][CH:8]=2)[N:6]=1.[CH2:26]([C:28]1[NH:29][CH:30]=[CH:31][N:32]=1)[CH3:27].C(=O)([O-])[O-].[K+].[K+].CN(C)C=O. (7) Reactant: [NH3:1].[CH3:2][N:3]1[CH:7]=[C:6]([S:8](Cl)(=[O:10])=[O:9])[N:5]=[C:4]1[CH3:12]. Product: [CH3:2][N:3]1[CH:7]=[C:6]([S:8]([NH2:1])(=[O:10])=[O:9])[N:5]=[C:4]1[CH3:12]. The catalyst class is: 5. (8) Reactant: [Br:1][C:2]1[C:10]2[N:9]=[C:8](Cl)[N:7]([CH3:12])[C:6]=2[C:5]([CH:13]([CH2:16][CH3:17])[CH2:14][CH3:15])=[CH:4][CH:3]=1.[Cl:18][C:19]1[CH:24]=[C:23]([Cl:25])[CH:22]=[C:21]([CH3:26])[C:20]=1[OH:27].C(=O)([O-])[O-].[K+].[K+].CN(C)C=O. Product: [Br:1][C:2]1[C:10]2[N:9]=[C:8]([O:27][C:20]3[C:21]([CH3:26])=[CH:22][C:23]([Cl:25])=[CH:24][C:19]=3[Cl:18])[N:7]([CH3:12])[C:6]=2[C:5]([CH:13]([CH2:16][CH3:17])[CH2:14][CH3:15])=[CH:4][CH:3]=1. The catalyst class is: 6. (9) Reactant: [O:1]=[C:2]([C:9]1[CH:14]=[C:13]([F:15])[C:12]([F:16])=[C:11]([F:17])[C:10]=1[F:18])[CH2:3][C:4]([O:6][CH2:7][CH3:8])=[O:5].CC(O[C:23]([CH3:25])=[O:24])=O.[CH:26](OCC)(OCC)OCC.[NH2:36][C:37]1(C(O)C)[CH2:39][CH2:38]1. Product: [OH:24][CH2:23][CH2:25][C:37]1([NH:36][CH:26]=[C:3]([C:2](=[O:1])[C:9]2[CH:14]=[C:13]([F:15])[C:12]([F:16])=[C:11]([F:17])[C:10]=2[F:18])[C:4]([O:6][CH2:7][CH3:8])=[O:5])[CH2:39][CH2:38]1. The catalyst class is: 11.